Dataset: Reaction yield outcomes from USPTO patents with 853,638 reactions. Task: Predict the reaction yield, written as a fraction of the theoretical maximum amount of product (1.0 means a 100% yield; for example, 0.34 means a 34% yield). (1) The reactants are [CH2:1]([C@@H:8]([C@@H:11]([O:13][CH2:14][C:15]1[CH:20]=[CH:19][C:18]([O:21][CH3:22])=[CH:17][CH:16]=1)[CH3:12])[CH2:9][OH:10])[C:2]1[CH:7]=[CH:6][CH:5]=[CH:4][CH:3]=1.CS(C)=O. The catalyst is C(Cl)Cl. The product is [CH2:1]([C@@H:8]([C@@H:11]([O:13][CH2:14][C:15]1[CH:16]=[CH:17][C:18]([O:21][CH3:22])=[CH:19][CH:20]=1)[CH3:12])[CH:9]=[O:10])[C:2]1[CH:3]=[CH:4][CH:5]=[CH:6][CH:7]=1. The yield is 0.960. (2) The reactants are [H-].[Na+].[CH:3]1([CH2:6][N:7]2[CH2:27][CH2:26][C@@:14]34[C:15]5[C:16]([OH:25])=[C:17]([C:22]([NH2:24])=[O:23])[CH:18]=[CH:19][C:20]=5[CH2:21][C@@H:8]2[C@:9]3([OH:29])[CH2:10][CH2:11][C:12](=O)[CH2:13]4)[CH2:5][CH2:4]1.Cl.[CH3:31]CCCCC. The catalyst is [Br-].C[P+](C1C=CC=CC=1)(C1C=CC=CC=1)C1C=CC=CC=1.CS(C)=O. The product is [CH:3]1([CH2:6][N:7]2[CH2:27][CH2:26][C@@:14]34[C:15]5[C:16]([OH:25])=[C:17]([C:22]([NH2:24])=[O:23])[CH:18]=[CH:19][C:20]=5[CH2:21][C@@H:8]2[C@:9]3([OH:29])[CH2:10][CH2:11][C:12](=[CH2:31])[CH2:13]4)[CH2:5][CH2:4]1. The yield is 0.300. (3) The reactants are [F:1][C:2]1[CH:7]=[CH:6][CH:5]=[CH:4][C:3]=1[C:8]1([CH2:14][C:15]2[N:20]=[C:19]3[S:21][C:22]([NH:24][CH:25]([CH3:27])[CH3:26])=[N:23][C:18]3=[CH:17][CH:16]=2)SCCCS1.CC(C)=[O:30].CC1C=CC(S(O)(=O)=O)=CC=1.O. The catalyst is CO.O.Cl[Hg]Cl. The product is [F:1][C:2]1[CH:7]=[CH:6][CH:5]=[CH:4][C:3]=1[C:8](=[O:30])[CH2:14][C:15]1[N:20]=[C:19]2[S:21][C:22]([NH:24][CH:25]([CH3:27])[CH3:26])=[N:23][C:18]2=[CH:17][CH:16]=1. The yield is 0.420. (4) The reactants are [CH:1]1([CH2:4][C:5]2[C:10]([C:11]3[CH:16]=[CH:15][N:14]=[C:13]([S:17][CH3:18])[N:12]=3)=[CH:9][N:8]=[C:7]([NH:19][CH2:20][C:21]([CH3:24])([OH:23])[CH3:22])[N:6]=2)[CH2:3][CH2:2]1.C1C=C(Cl)C=C(C(OO)=[O:33])C=1. The catalyst is C(Cl)Cl. The product is [CH:1]1([CH2:4][C:5]2[C:10]([C:11]3[CH:16]=[CH:15][N:14]=[C:13]([S:17]([CH3:18])=[O:33])[N:12]=3)=[CH:9][N:8]=[C:7]([NH:19][CH2:20][C:21]([CH3:24])([OH:23])[CH3:22])[N:6]=2)[CH2:2][CH2:3]1. The yield is 0.400. (5) The reactants are ClC1C=C([C:9](=[O:17])[CH2:10][C:11]2[CH:16]=[CH:15][CH:14]=[CH:13][CH:12]=2)C=C(Cl)C=1.Br[C:19]1[CH:24]=[C:23]([F:25])[CH:22]=[C:21]([F:26])[CH:20]=1. No catalyst specified. The product is [F:26][C:21]1[CH:20]=[C:19]([C:9](=[O:17])[CH2:10][C:11]2[CH:16]=[CH:15][CH:14]=[CH:13][CH:12]=2)[CH:24]=[C:23]([F:25])[CH:22]=1. The yield is 0.103.